From a dataset of Catalyst prediction with 721,799 reactions and 888 catalyst types from USPTO. Predict which catalyst facilitates the given reaction. Reactant: [CH:1]([C:4]1[C:13]([NH2:14])=[C:12]2[C:7]([CH:8]=[CH:9][CH:10]=[N:11]2)=[CH:6][CH:5]=1)([CH3:3])[CH3:2].[C:15]1([S:21](Cl)(=[O:23])=[O:22])[CH:20]=[CH:19][CH:18]=[CH:17][CH:16]=1. Product: [CH:1]([C:4]1[C:13]([NH:14][S:21]([C:15]2[CH:20]=[CH:19][CH:18]=[CH:17][CH:16]=2)(=[O:23])=[O:22])=[C:12]2[C:7]([CH:8]=[CH:9][CH:10]=[N:11]2)=[CH:6][CH:5]=1)([CH3:3])[CH3:2]. The catalyst class is: 142.